From a dataset of Catalyst prediction with 721,799 reactions and 888 catalyst types from USPTO. Predict which catalyst facilitates the given reaction. (1) The catalyst class is: 57. Reactant: [C:1]([O:5][C:6]([N:8]1[CH2:34][CH2:33][N:11]2[C:12](=[O:32])[C:13]3[C:18]([CH:10]2[CH2:9]1)=[CH:17][C:16](OS(C(F)(F)F)(=O)=O)=[CH:15][C:14]=3[O:27][C:28]([F:31])([F:30])[F:29])=[O:7])([CH3:4])([CH3:3])[CH3:2].[CH:35]1(B2OC(C)(C)C(C)(C)O2)[CH2:37][CH2:36]1.C(=O)([O-])[O-].[K+].[K+].O. Product: [C:1]([O:5][C:6]([N:8]1[CH2:34][CH2:33][N:11]2[C:12](=[O:32])[C:13]3[C:18]([CH:10]2[CH2:9]1)=[CH:17][C:16]([CH:35]1[CH2:37][CH2:36]1)=[CH:15][C:14]=3[O:27][C:28]([F:29])([F:30])[F:31])=[O:7])([CH3:3])([CH3:4])[CH3:2]. (2) Reactant: [O:1]1[C:5]2[CH:6]=[CH:7][C:8]([NH:10][C:11](=[O:32])[NH:12][C:13]3[N:17]([C:18]4[CH:19]=[C:20]([CH2:24][C:25]([OH:27])=O)[CH:21]=[CH:22][CH:23]=4)[N:16]=[C:15]([C:28]([CH3:31])([CH3:30])[CH3:29])[CH:14]=3)=[CH:9][C:4]=2[O:3][CH2:2]1.[CH3:33][NH:34][CH3:35].CCN(C(C)C)C(C)C.C1CN([P+](ON2N=NC3C=CC=CC2=3)(N2CCCC2)N2CCCC2)CC1.F[P-](F)(F)(F)(F)F. Product: [O:1]1[C:5]2[CH:6]=[CH:7][C:8]([NH:10][C:11]([NH:12][C:13]3[N:17]([C:18]4[CH:23]=[CH:22][CH:21]=[C:20]([CH2:24][C:25]([N:34]([CH3:35])[CH3:33])=[O:27])[CH:19]=4)[N:16]=[C:15]([C:28]([CH3:29])([CH3:30])[CH3:31])[CH:14]=3)=[O:32])=[CH:9][C:4]=2[O:3][CH2:2]1. The catalyst class is: 1.